Task: Predict the product of the given reaction.. Dataset: Forward reaction prediction with 1.9M reactions from USPTO patents (1976-2016) (1) Given the reactants F[C:2](F)(F)[C:3](O)=O.FC(F)(F)C(O)=O.FC(F)(F)C(O)=O.[CH2:22]([N:29]1[CH2:34][CH2:33][C:32]2([C:42]3[C:37](=[CH:38][CH:39]=[CH:40][C:41]=3[CH2:43][NH2:44])[N:36]([C:45]3[C:46]4[CH:53](CC)[CH2:52][CH2:51][C:47]=4[N:48]=[CH:49][N:50]=3)[CH2:35]2)[CH2:31][CH2:30]1)[C:23]1[CH:28]=[CH:27][CH:26]=[CH:25][CH:24]=1.[CH3:56][C:57]([CH3:59])=O.[BH-](OC(C)=O)(OC(C)=O)OC(C)=O.[Na+].C(N)(C)C, predict the reaction product. The product is: [CH2:22]([N:29]1[CH2:34][CH2:33][C:32]2([C:42]3[C:37](=[CH:38][CH:39]=[CH:40][C:41]=3[CH2:43][NH:44][CH:57]([CH3:59])[CH3:56])[N:36]([C:45]3[C:46]4[CH:53]([CH2:2][CH3:3])[CH2:52][CH2:51][C:47]=4[N:48]=[CH:49][N:50]=3)[CH2:35]2)[CH2:31][CH2:30]1)[C:23]1[CH:28]=[CH:27][CH:26]=[CH:25][CH:24]=1. (2) Given the reactants [C:1]1([C@H:7](O)[CH3:8])[CH:6]=[CH:5][CH:4]=[CH:3][CH:2]=1.CS(Cl)(=O)=O.S([O-])(=O)(=O)C.[CH3:20][C@@H:21]1[CH2:26][NH:25][CH2:24][CH2:23][NH:22]1, predict the reaction product. The product is: [CH3:20][C@@H:21]1[NH:22][CH2:23][CH2:24][N:25]([C@@H:7]([C:1]2[CH:6]=[CH:5][CH:4]=[CH:3][CH:2]=2)[CH3:8])[CH2:26]1.